Dataset: Full USPTO retrosynthesis dataset with 1.9M reactions from patents (1976-2016). Task: Predict the reactants needed to synthesize the given product. (1) Given the product [ClH:31].[ClH:31].[NH:12]1[C:13]2[C:18](=[CH:17][CH:16]=[CH:15][CH:14]=2)[C:10]([CH2:9][C@@H:8]([NH2:7])[C:19]2[NH:20][CH:21]=[C:22]([C:24]3[CH:29]=[CH:28][N:27]=[CH:26][CH:25]=3)[N:23]=2)=[CH:11]1, predict the reactants needed to synthesize it. The reactants are: C(OC(=O)[NH:7][C@@H:8]([C:19]1[NH:20][CH:21]=[C:22]([C:24]2[CH:29]=[CH:28][N:27]=[CH:26][CH:25]=2)[N:23]=1)[CH2:9][C:10]1[C:18]2[C:13](=[CH:14][CH:15]=[CH:16][CH:17]=2)[NH:12][CH:11]=1)(C)(C)C.[ClH:31].[ClH:31].[NH:12]1[C:13]2[C:18](=[CH:17][CH:16]=[CH:15][CH:14]=2)[C:10]([CH2:9][C@@H:8]([NH2:7])[C:19]2[NH:20][CH:21]=[C:22]([C:24]3[CH:29]=[CH:28][N:27]=[CH:26][CH:25]=3)[N:23]=2)=[CH:11]1. (2) Given the product [CH2:1]([O:8][C:9]1[C:19]([C:20]([F:21])([F:22])[F:23])=[CH:18][C:12]([C:13]([OH:15])=[O:14])=[CH:11][C:10]=1[O:24][CH3:25])[C:2]1[CH:3]=[CH:4][CH:5]=[CH:6][CH:7]=1, predict the reactants needed to synthesize it. The reactants are: [CH2:1]([O:8][C:9]1[C:19]([C:20]([F:23])([F:22])[F:21])=[CH:18][C:12]([C:13]([O:15]CC)=[O:14])=[CH:11][C:10]=1[O:24][CH3:25])[C:2]1[CH:7]=[CH:6][CH:5]=[CH:4][CH:3]=1.O.[OH-].[Li+]. (3) Given the product [NH2:21][CH2:20][C:19]1[CH:29]=[CH:30][C:16]([CH:14]([CH3:15])[C:13]([NH:12][CH2:11][C:10]2[C:5]([O:4][CH:1]([CH3:3])[CH3:2])=[N:6][C:7]([C:34]([F:36])([F:37])[F:35])=[CH:8][CH:9]=2)=[O:33])=[CH:17][C:18]=1[O:31][CH3:32], predict the reactants needed to synthesize it. The reactants are: [CH:1]([O:4][C:5]1[C:10]([CH2:11][NH:12][C:13](=[O:33])[CH:14]([C:16]2[CH:30]=[CH:29][C:19]([CH2:20][NH:21]C(=O)OC(C)(C)C)=[C:18]([O:31][CH3:32])[CH:17]=2)[CH3:15])=[CH:9][CH:8]=[C:7]([C:34]([F:37])([F:36])[F:35])[N:6]=1)([CH3:3])[CH3:2].FC(F)(F)C(O)=O.C([O-])(O)=O.[Na+]. (4) Given the product [C:1]1(=[O:13])[CH2:12][CH2:11][CH2:10][CH2:9][CH2:8][CH2:7][CH2:6][CH2:5][CH2:4][CH2:3][CH2:2]1, predict the reactants needed to synthesize it. The reactants are: [CH2:1]1[CH2:12][CH2:11][CH2:10][CH2:9][CH2:8][CH2:7][CH2:6][CH2:5][CH2:4][CH2:3][CH2:2]1.[OH:13]N1C(=O)C2=CC=CC=C2C1=O.N(OC(C)(C)C)=O.S(=O)(=O)(O)O.[OH-].[Na+].C1(=NO)CCCCCCCCCCC1.[N+](C1CCCCCCCCCCC1)([O-])=O. (5) Given the product [CH3:33][O:34][C:35]1[CH:36]=[C:37]([NH:38][C:2]2[CH:3]=[C:4]([C:17]3[N:25]=[C:24]([CH3:26])[N:23]=[C:22]4[C:18]=3[N:19]=[CH:20][NH:21]4)[C:5]([NH:8][C:9]3[CH:10]=[N:11][C:12]([O:15][CH3:16])=[CH:13][CH:14]=3)=[N:6][CH:7]=2)[CH:39]=[CH:40][CH:41]=1, predict the reactants needed to synthesize it. The reactants are: Cl[C:2]1[CH:3]=[C:4]([C:17]2[N:25]=[C:24]([CH3:26])[N:23]=[C:22]3[C:18]=2[N:19]=[CH:20][N:21]3C2CCCCO2)[C:5]([NH:8][C:9]2[CH:10]=[N:11][C:12]([O:15][CH3:16])=[CH:13][CH:14]=2)=[N:6][CH:7]=1.[CH3:33][O:34][C:35]1[CH:36]=[C:37]([CH:39]=[CH:40][CH:41]=1)[NH2:38].CC(C)([O-])C.[Na+].C(P(C(C)(C)C)C1C=CC=CC=1C1C(C(C)C)=CC(C(C)C)=CC=1C(C)C)(C)(C)C.Cl.